Dataset: Cav3 T-type calcium channel HTS with 100,875 compounds. Task: Binary Classification. Given a drug SMILES string, predict its activity (active/inactive) in a high-throughput screening assay against a specified biological target. The drug is s1c2c(n(c3c2cnn(c3=O)CC(=O)NCCc2ccccc2)C)cc1C. The result is 0 (inactive).